Dataset: CYP3A4 inhibition data for predicting drug metabolism from PubChem BioAssay. Task: Regression/Classification. Given a drug SMILES string, predict its absorption, distribution, metabolism, or excretion properties. Task type varies by dataset: regression for continuous measurements (e.g., permeability, clearance, half-life) or binary classification for categorical outcomes (e.g., BBB penetration, CYP inhibition). Dataset: cyp3a4_veith. (1) The compound is O=C(Nc1ccc2oc(=O)ccc2c1)c1cccnc1Cl. The result is 0 (non-inhibitor). (2) The drug is CSC(=NC#N)N1CCN(c2ccc(Cl)cc2)CC1. The result is 0 (non-inhibitor).